This data is from Forward reaction prediction with 1.9M reactions from USPTO patents (1976-2016). The task is: Predict the product of the given reaction. (1) Given the reactants C(OC(=O)[N:7]([CH2:16][CH2:17][CH2:18][CH2:19][C:20]1[N:21]([CH2:25][C@:26]([C:30]2[CH:35]=[CH:34][C:33]([F:36])=[C:32]([O:37][CH2:38][CH:39]3[CH2:41][CH2:40]3)[CH:31]=2)([OH:29])[CH2:27][CH3:28])[N:22]=[N:23][CH:24]=1)[CH:8]1[CH2:13][CH2:12][C:11](=[O:14])[NH:10][C:9]1=[O:15])(C)(C)C.Cl, predict the reaction product. The product is: [CH:39]1([CH2:38][O:37][C:32]2[CH:31]=[C:30]([C@@:26]([OH:29])([CH2:27][CH3:28])[CH2:25][N:21]3[C:20]([CH2:19][CH2:18][CH2:17][CH2:16][NH:7][CH:8]4[CH2:13][CH2:12][C:11](=[O:14])[NH:10][C:9]4=[O:15])=[CH:24][N:23]=[N:22]3)[CH:35]=[CH:34][C:33]=2[F:36])[CH2:40][CH2:41]1. (2) Given the reactants CO[C:3]1[CH:8]=[C:7]2C(N3[C@H](C=[N:17][C:6]2=[CH:5][C:4]=1O)CCC3)=O.ClC(Cl)(O[C:23](=[O:29])[O:24][C:25](Cl)(Cl)Cl)Cl.C1C[O:34]CC1, predict the reaction product. The product is: [C:5]12[C:6](=[CH:7][CH:8]=[CH:3][CH:4]=1)[NH:17][C:25](=[O:34])[O:24][C:23]2=[O:29].